Regression. Given two drug SMILES strings and cell line genomic features, predict the synergy score measuring deviation from expected non-interaction effect. From a dataset of NCI-60 drug combinations with 297,098 pairs across 59 cell lines. (1) Drug 1: CCN(CC)CCCC(C)NC1=C2C=C(C=CC2=NC3=C1C=CC(=C3)Cl)OC. Drug 2: C1C(C(OC1N2C=NC(=NC2=O)N)CO)O. Cell line: 786-0. Synergy scores: CSS=23.1, Synergy_ZIP=-7.16, Synergy_Bliss=-0.740, Synergy_Loewe=-1.39, Synergy_HSA=-1.36. (2) Drug 1: CCC1=CC2CC(C3=C(CN(C2)C1)C4=CC=CC=C4N3)(C5=C(C=C6C(=C5)C78CCN9C7C(C=CC9)(C(C(C8N6C)(C(=O)OC)O)OC(=O)C)CC)OC)C(=O)OC.C(C(C(=O)O)O)(C(=O)O)O. Drug 2: CCN(CC)CCNC(=O)C1=C(NC(=C1C)C=C2C3=C(C=CC(=C3)F)NC2=O)C. Cell line: NCI-H460. Synergy scores: CSS=57.6, Synergy_ZIP=0.375, Synergy_Bliss=-0.103, Synergy_Loewe=-10.3, Synergy_HSA=-1.45. (3) Drug 1: CC1=CC=C(C=C1)C2=CC(=NN2C3=CC=C(C=C3)S(=O)(=O)N)C(F)(F)F. Drug 2: C1CC(C1)(C(=O)O)C(=O)O.[NH2-].[NH2-].[Pt+2]. Cell line: EKVX. Synergy scores: CSS=3.06, Synergy_ZIP=2.80, Synergy_Bliss=3.86, Synergy_Loewe=1.62, Synergy_HSA=1.53.